Dataset: Reaction yield outcomes from USPTO patents with 853,638 reactions. Task: Predict the reaction yield, written as a fraction of the theoretical maximum amount of product (1.0 means a 100% yield; for example, 0.34 means a 34% yield). (1) The reactants are [F:1][C:2]1[CH:24]=[CH:23][CH:22]=[C:21]([F:25])[C:3]=1[C:4]([NH:6][C:7]1[C:8]([C:12]2[NH:13][C:14]3[CH2:19][CH2:18][NH:17][CH2:16][C:15]=3[N:20]=2)=[N:9][NH:10][CH:11]=1)=[O:5].C(N(CC)CC)C.Br[CH2:34][CH2:35][F:36]. The catalyst is CN(C=O)C.C(OCC)(=O)C. The product is [F:25][C:21]1[CH:22]=[CH:23][CH:24]=[C:2]([F:1])[C:3]=1[C:4]([NH:6][C:7]1[C:8]([C:12]2[NH:13][C:14]3[CH2:19][CH2:18][N:17]([CH2:34][CH2:35][F:36])[CH2:16][C:15]=3[N:20]=2)=[N:9][NH:10][CH:11]=1)=[O:5]. The yield is 0.170. (2) The reactants are [C:1]([O:5][C:6]([N:8]1[C:16]2[CH:15]=[C:14]([C:17](=[O:24])[C:18]3[CH:23]=[CH:22][CH:21]=[CH:20][CH:19]=3)[N:13]=[CH:12][C:11]=2[C:10]([CH3:26])([CH3:25])[CH2:9]1)=[O:7])([CH3:4])([CH3:3])[CH3:2].[BH4-].[Na+].O. The catalyst is CO. The product is [C:1]([O:5][C:6]([N:8]1[C:16]2[CH:15]=[C:14]([CH:17]([OH:24])[C:18]3[CH:19]=[CH:20][CH:21]=[CH:22][CH:23]=3)[N:13]=[CH:12][C:11]=2[C:10]([CH3:26])([CH3:25])[CH2:9]1)=[O:7])([CH3:4])([CH3:2])[CH3:3]. The yield is 0.730. (3) The reactants are [NH2:1][CH2:2][CH2:3][CH2:4][N:5]1[C:13]([CH2:14][C:15]2[C:23]([I:24])=[CH:22][C:18]3[O:19][CH2:20][O:21][C:17]=3[CH:16]=2)=[N:12][C:11]2[C:6]1=[N:7][C:8]([F:26])=[N:9][C:10]=2[NH2:25].[CH:27]1([C:30](Cl)=[O:31])[CH2:29][CH2:28]1.C(N(CC)CC)C. The catalyst is CN(C=O)C. The product is [NH2:25][C:10]1[N:9]=[C:8]([F:26])[N:7]=[C:6]2[C:11]=1[N:12]=[C:13]([CH2:14][C:15]1[C:23]([I:24])=[CH:22][C:18]3[O:19][CH2:20][O:21][C:17]=3[CH:16]=1)[N:5]2[CH2:4][CH2:3][CH2:2][NH:1][C:30]([CH:27]1[CH2:29][CH2:28]1)=[O:31]. The yield is 0.650. (4) The reactants are [Cl:1][C:2]1[N:3]=[C:4]([C:9]([NH:11][C@H:12]2[CH2:17][CH2:16][N:15](C(OC(C)(C)C)=O)[CH2:14][C@H:13]2[NH:25][CH:26]([CH2:29][CH3:30])[CH2:27][CH3:28])=[O:10])[NH:5][C:6]=1[CH2:7][CH3:8].Cl.O1CCOCC1.Br[C:39]1[S:40][C:41]2[C:47]([C:48]([O:50][CH2:51][CH3:52])=[O:49])=[CH:46][CH:45]=[CH:44][C:42]=2[N:43]=1.C(=O)([O-])[O-].[Na+].[Na+]. No catalyst specified. The product is [Cl:1][C:2]1[N:3]=[C:4]([C:9]([NH:11][C@H:12]2[CH2:17][CH2:16][N:15]([C:39]3[S:40][C:41]4[C:47]([C:48]([O:50][CH2:51][CH3:52])=[O:49])=[CH:46][CH:45]=[CH:44][C:42]=4[N:43]=3)[CH2:14][C@H:13]2[NH:25][CH:26]([CH2:29][CH3:30])[CH2:27][CH3:28])=[O:10])[NH:5][C:6]=1[CH2:7][CH3:8]. The yield is 0.180. (5) The reactants are [CH3:1][O:2][C:3]1[CH:8]=[CH:7][C:6]([C:9]([CH3:13])([CH3:12])[CH2:10][NH2:11])=[CH:5][CH:4]=1.C(=O)(O)[O-].[Na+].Cl[C:20]1[CH:25]=[C:24]([C:26]2[CH:31]=[CH:30][CH:29]=[C:28]([O:32][CH3:33])[CH:27]=2)[N:23]=[C:22]([O:34][CH3:35])[N:21]=1. The catalyst is CN1CCCC1.O. The product is [CH3:35][O:34][C:22]1[N:21]=[C:20]([NH:11][CH2:10][C:9]([C:6]2[CH:7]=[CH:8][C:3]([O:2][CH3:1])=[CH:4][CH:5]=2)([CH3:13])[CH3:12])[CH:25]=[C:24]([C:26]2[CH:31]=[CH:30][CH:29]=[C:28]([O:32][CH3:33])[CH:27]=2)[N:23]=1. The yield is 0.690.